Dataset: Catalyst prediction with 721,799 reactions and 888 catalyst types from USPTO. Task: Predict which catalyst facilitates the given reaction. (1) Reactant: C(Cl)(=O)C(Cl)=O.CS(C)=O.[C:11]([N:18]1[CH2:26][CH:25]([OH:27])[CH2:24][C@H:19]1[C:20]([O:22][CH3:23])=[O:21])([O:13][C:14]([CH3:17])([CH3:16])[CH3:15])=[O:12]. Product: [C:11]([N:18]1[CH2:26][C:25](=[O:27])[CH2:24][C@H:19]1[C:20]([O:22][CH3:23])=[O:21])([O:13][C:14]([CH3:17])([CH3:16])[CH3:15])=[O:12]. The catalyst class is: 2. (2) Reactant: [NH2:1][C:2]1[N:10]=[CH:9][CH:8]=[CH:7][C:3]=1[C:4]([OH:6])=O.ON1C2C=CC=CC=2N=N1.CCN=C=NCCCN(C)C.[Cl:32][C:33]1[CH:47]=[CH:46][CH:45]=[CH:44][C:34]=1[O:35][C:36]1[CH:43]=[CH:42][C:39]([CH2:40][NH2:41])=[CH:38][CH:37]=1.C(=O)(O)[O-].[Na+]. Product: [Cl:32][C:33]1[CH:47]=[CH:46][CH:45]=[CH:44][C:34]=1[O:35][C:36]1[CH:37]=[CH:38][C:39]([CH2:40][NH:41][C:4](=[O:6])[C:3]2[CH:7]=[CH:8][CH:9]=[N:10][C:2]=2[NH2:1])=[CH:42][CH:43]=1. The catalyst class is: 3. (3) Reactant: C([N-]C(C)C)(C)C.[Li+].[CH3:9][C:10]1[S:14][CH:13]=[N:12][CH:11]=1.[CH:15]1([CH2:18]/[C:19](=[N:21]/[S:22]([C:24]([CH3:27])([CH3:26])[CH3:25])=[O:23])/[CH3:20])[CH2:17][CH2:16]1.C[Al](C)C.CCCCCCC. Product: [CH:15]1([CH2:18][C:19]([NH:21][S:22]([C:24]([CH3:25])([CH3:27])[CH3:26])=[O:23])([CH3:20])[C:13]2[S:14][C:10]([CH3:9])=[CH:11][N:12]=2)[CH2:16][CH2:17]1. The catalyst class is: 182.